Dataset: Full USPTO retrosynthesis dataset with 1.9M reactions from patents (1976-2016). Task: Predict the reactants needed to synthesize the given product. (1) Given the product [CH3:56][C:53]1([CH3:57])[CH2:52][CH2:51][N:50]([C:46]2[CH:45]=[C:44]([NH:43][C:42]([C:21]3([NH2:24])[CH2:22][CH2:23][NH:18][CH2:19][CH2:20]3)=[O:58])[CH:49]=[CH:48][CH:47]=2)[CH2:55][CH2:54]1, predict the reactants needed to synthesize it. The reactants are: C1C2C(COC([N:18]3[CH2:23][CH2:22][C:21]([C:42](=[O:58])[NH:43][C:44]4[CH:49]=[CH:48][CH:47]=[C:46]([N:50]5[CH2:55][CH2:54][C:53]([CH3:57])([CH3:56])[CH2:52][CH2:51]5)[CH:45]=4)([NH:24]C(OCC4C5C=CC=CC=5C5C4=CC=CC=5)=O)[CH2:20][CH2:19]3)=O)C3C(=CC=CC=3)C=2C=CC=1.C(N(C(C)C)CC)(C)C.O. (2) Given the product [C:1]([CH2:15][C@@H:16]1[CH2:20][CH2:19][CH2:18][N:17]1[C:21]([O:23][C:24]([CH3:25])([CH3:26])[CH3:27])=[O:22])#[N:2], predict the reactants needed to synthesize it. The reactants are: [C-:1]#[N:2].[Na+].CC1C=CC(S(O[CH2:15][C@@H:16]2[CH2:20][CH2:19][CH2:18][N:17]2[C:21]([O:23][C:24]([CH3:27])([CH3:26])[CH3:25])=[O:22])(=O)=O)=CC=1. (3) Given the product [Br:8][C:4]1[CH:3]=[C:2]([NH2:1])[C:7]([I:14])=[CH:6][N:5]=1, predict the reactants needed to synthesize it. The reactants are: [NH2:1][C:2]1[CH:7]=[CH:6][N:5]=[C:4]([Br:8])[CH:3]=1.C([O-])(=O)C.[Na+].[I:14]Cl. (4) Given the product [Cl:3][C:4]1[C:5]([F:30])=[C:6]([CH:7]=[CH:8][CH:9]=1)[NH:10][C:11]1[C:20]2[C:15](=[CH:16][C:17]([O:23][C@H:24]3[CH2:29][CH2:28][CH2:27][N:26]([C:32](=[O:33])[CH2:31][OH:34])[CH2:25]3)=[C:18]([O:21][CH3:22])[CH:19]=2)[N:14]=[CH:13][N:12]=1, predict the reactants needed to synthesize it. The reactants are: Cl.Cl.[Cl:3][C:4]1[C:5]([F:30])=[C:6]([NH:10][C:11]2[C:20]3[C:15](=[CH:16][C:17]([O:23][C@H:24]4[CH2:29][CH2:28][CH2:27][NH:26][CH2:25]4)=[C:18]([O:21][CH3:22])[CH:19]=3)[N:14]=[CH:13][N:12]=2)[CH:7]=[CH:8][CH:9]=1.[C:31](O)(=[O:34])[CH2:32][OH:33]. (5) Given the product [Br:12][CH2:1][C:10]1[CH:9]=[CH:8][CH:7]=[CH:6][C:5]=1[CH2:4][C:3]([OH:2])=[O:11], predict the reactants needed to synthesize it. The reactants are: [CH2:1]1[C:10]2[C:5](=[CH:6][CH:7]=[CH:8][CH:9]=2)[CH2:4][C:3](=[O:11])[O:2]1.[BrH:12]. (6) Given the product [CH3:28][Si:15]([C:16]1[CH:21]=[CH:20][CH:19]=[CH:18][CH:17]=1)([C:22]1[CH:27]=[CH:26][CH:25]=[CH:24][CH:23]=1)[C:2]1[CH:3]=[C:4]([C:8]2[CH:13]=[CH:12][CH:11]=[CH:10][N:9]=2)[CH:5]=[CH:6][CH:7]=1, predict the reactants needed to synthesize it. The reactants are: Br[C:2]1[CH:3]=[C:4]([C:8]2[CH:13]=[CH:12][CH:11]=[CH:10][N:9]=2)[CH:5]=[CH:6][CH:7]=1.Cl[Si:15]([CH3:28])([C:22]1[CH:27]=[CH:26][CH:25]=[CH:24][CH:23]=1)[C:16]1[CH:21]=[CH:20][CH:19]=[CH:18][CH:17]=1.